From a dataset of Full USPTO retrosynthesis dataset with 1.9M reactions from patents (1976-2016). Predict the reactants needed to synthesize the given product. Given the product [O:5]([CH2:12][CH2:13][CH2:14][S:3][CH2:1][CH3:2])[C:6]1[CH:11]=[CH:10][CH:9]=[CH:8][CH:7]=1, predict the reactants needed to synthesize it. The reactants are: [CH2:1]([S-:3])[CH3:2].[Na+].[O:5]([CH2:12][CH2:13][CH2:14]Br)[C:6]1[CH:11]=[CH:10][CH:9]=[CH:8][CH:7]=1.